From a dataset of Forward reaction prediction with 1.9M reactions from USPTO patents (1976-2016). Predict the product of the given reaction. (1) Given the reactants Br[C:2]1[C:11]2[C:6](=[CH:7][CH:8]=[CH:9][CH:10]=2)[N:5]=[N:4][CH:3]=1.[C:12]([Si](C)(C)C)#[CH:13], predict the reaction product. The product is: [C:12]([C:2]1[C:11]2[C:6](=[CH:7][CH:8]=[CH:9][CH:10]=2)[N:5]=[N:4][CH:3]=1)#[CH:13]. (2) Given the reactants [CH2:1]([NH:3][CH2:4][CH2:5][N:6]1[CH2:11][CH2:10][S:9][C:8]2[CH:12]=[CH:13][C:14]([NH:16][C:17]([C:19]3[S:20][CH:21]=[CH:22][CH:23]=3)=[NH:18])=[CH:15][C:7]1=2)[CH3:2].[ClH:24], predict the reaction product. The product is: [ClH:24].[ClH:24].[CH2:1]([NH:3][CH2:4][CH2:5][N:6]1[CH2:11][CH2:10][S:9][C:8]2[CH:12]=[CH:13][C:14]([NH:16][C:17]([C:19]3[S:20][CH:21]=[CH:22][CH:23]=3)=[NH:18])=[CH:15][C:7]1=2)[CH3:2]. (3) Given the reactants [CH3:1][O:2][C:3]([C:5]1[S:18][C:8]2[N:9]=[C:10]([S:14]([CH3:17])(=[O:16])=[O:15])[N:11]=[C:12](Cl)[C:7]=2[CH:6]=1)=[O:4].N#N, predict the reaction product. The product is: [CH3:1][O:2][C:3]([C:5]1[S:18][C:8]2[N:9]=[C:10]([S:14]([CH3:17])(=[O:16])=[O:15])[N:11]=[CH:12][C:7]=2[CH:6]=1)=[O:4]. (4) Given the reactants CS([N:5]1[C:13]2[C:8](=[CH:9][C:10]3[CH2:15][CH:14]([C:16]#[N:17])[C:11]=3[CH:12]=2)[CH:7]=[CH:6]1)(=O)=O.[OH-].[K+], predict the reaction product. The product is: [NH:5]1[C:13]2[C:8](=[CH:9][C:10]3[CH2:15][CH:14]([C:16]#[N:17])[C:11]=3[CH:12]=2)[CH:7]=[CH:6]1. (5) Given the reactants [NH2:1][C:2]1[C:7]([C:8]#[N:9])=[C:6]([C:10]2[CH:26]=[CH:25][C:13]([O:14][CH2:15][CH2:16][NH:17]C(=O)OC(C)(C)C)=[CH:12][CH:11]=2)[C:5]([C:27]#[N:28])=[C:4]([S:29][CH2:30][C:31]2[CH:36]=[CH:35][N:34]=[C:33]([C:37](=[O:40])[NH:38][CH3:39])[CH:32]=2)[N:3]=1.[F:41][C:42]([F:47])([F:46])[C:43]([OH:45])=[O:44], predict the reaction product. The product is: [F:41][C:42]([F:47])([F:46])[C:43]([OH:45])=[O:44].[NH2:1][C:2]1[N:3]=[C:4]([S:29][CH2:30][C:31]2[CH:36]=[CH:35][N:34]=[C:33]([C:37]([NH:38][CH3:39])=[O:40])[CH:32]=2)[C:5]([C:27]#[N:28])=[C:6]([C:10]2[CH:26]=[CH:25][C:13]([O:14][CH2:15][CH2:16][NH2:17])=[CH:12][CH:11]=2)[C:7]=1[C:8]#[N:9]. (6) Given the reactants [F:1][C:2]([F:6])([F:5])[CH2:3][O-:4].[Na+].[H-].[Na+].[CH2:10]([O:12][C:13]([C:15]1[C:20]([Br:21])=[C:19](CC)[N:18]=[C:17](S(C)(=O)=O)[N:16]=1)=[O:14])[CH3:11], predict the reaction product. The product is: [CH2:10]([O:12][C:13]([C:15]1[C:20]([Br:21])=[CH:19][N:18]=[C:17]([O:4][CH2:3][C:2]([F:6])([F:5])[F:1])[N:16]=1)=[O:14])[CH3:11].